From a dataset of Reaction yield outcomes from USPTO patents with 853,638 reactions. Predict the reaction yield, written as a fraction of the theoretical maximum amount of product (1.0 means a 100% yield; for example, 0.34 means a 34% yield). The reactants are [C:1]1([C@H:7]2[N:21]3[C:22]4[C:14]([C:15]5[C:16]([O:23][CH2:24][CH2:25]Cl)=[CH:17][CH:18]=[CH:19][C:20]=53)=[CH:13][CH:12]=[CH:11][C:10]=4[O:9][CH2:8]2)[CH:6]=[CH:5][CH:4]=[CH:3][CH:2]=1.[I-].[Na+].C(=O)([O-])[O-:30].[K+].[K+].[CH2:35]([CH2:37][NH2:38])O. The catalyst is CN(C=O)C. The product is [C:1]1([C@H:7]2[N:21]3[C:22]4[C:14]([C:15]5[C:16]([O:23][CH2:24][CH2:25][NH:38][CH:37]([OH:30])[CH3:35])=[CH:17][CH:18]=[CH:19][C:20]=53)=[CH:13][CH:12]=[CH:11][C:10]=4[O:9][CH2:8]2)[CH:6]=[CH:5][CH:4]=[CH:3][CH:2]=1. The yield is 0.240.